This data is from Forward reaction prediction with 1.9M reactions from USPTO patents (1976-2016). The task is: Predict the product of the given reaction. (1) Given the reactants [NH2:1][C:2]1[S:6][N:5]=[C:4]([CH3:7])[C:3]=1[C:8]([NH:10][C:11]1[CH:16]=[CH:15][CH:14]=[CH:13][C:12]=1[CH2:17][CH3:18])=[O:9].Cl[C:20]1[C:21]([C:26]#[N:27])=[N:22][CH:23]=[CH:24][N:25]=1.C(=O)([O-])[O-].[Cs+].[Cs+].CC1(C)C2C(=C(P(C3C=CC=CC=3)C3C=CC=CC=3)C=CC=2)OC2C(P(C3C=CC=CC=3)C3C=CC=CC=3)=CC=CC1=2, predict the reaction product. The product is: [C:26]([C:21]1[C:20]([NH:1][C:2]2[S:6][N:5]=[C:4]([CH3:7])[C:3]=2[C:8]([NH:10][C:11]2[CH:16]=[CH:15][CH:14]=[CH:13][C:12]=2[CH2:17][CH3:18])=[O:9])=[N:25][CH:24]=[CH:23][N:22]=1)#[N:27]. (2) The product is: [NH2:1][C:2]1[C:7]([CH:8]([OH:9])[CH3:16])=[CH:6][CH:5]=[CH:4][N:3]=1. Given the reactants [NH2:1][C:2]1[C:7]([CH:8]=[O:9])=[CH:6][CH:5]=[CH:4][N:3]=1.[O-][Mn](=O)(=O)=O.[K+].[CH2:16]1COCC1, predict the reaction product. (3) Given the reactants [Br:1][C:2]1[CH:18]=[CH:17][C:5]([CH2:6][O:7][CH2:8][C:9]2[O:13][N:12]=[C:11]([C:14]([OH:16])=O)[CH:10]=2)=[CH:4][CH:3]=1.C(N(CC)CC)C.Cl.C(N=C=NCCCN(C)C)C.ON1C2C=CC=CC=2N=N1.[O:48]1[CH2:53][CH2:52][CH:51]([CH2:54][NH2:55])[CH2:50][CH2:49]1, predict the reaction product. The product is: [O:48]1[CH2:53][CH2:52][CH:51]([CH2:54][NH:55][C:14]([C:11]2[CH:10]=[C:9]([CH2:8][O:7][CH2:6][C:5]3[CH:4]=[CH:3][C:2]([Br:1])=[CH:18][CH:17]=3)[O:13][N:12]=2)=[O:16])[CH2:50][CH2:49]1. (4) Given the reactants [NH2:1][C:2]1([CH2:5][OH:6])[CH2:4][CH2:3]1.C(N(CC)CC)C.Cl[Si:15]([C:18]([CH3:21])([CH3:20])[CH3:19])([CH3:17])[CH3:16], predict the reaction product. The product is: [CH3:19][C:18]([Si:15]([CH3:17])([CH3:16])[O:6][CH2:5][C:2]1([NH2:1])[CH2:4][CH2:3]1)([CH3:21])[CH3:20]. (5) Given the reactants [O:1]1[C:5](=[O:6])[CH2:4][CH2:3][C:2]1=[O:7].[CH3:8][Si:9]([CH3:14])([CH3:13])[CH2:10][CH2:11][OH:12], predict the reaction product. The product is: [O:6]=[C:5]([O:12][CH2:11][CH2:10][Si:9]([CH3:14])([CH3:13])[CH3:8])[CH2:4][CH2:3][C:2]([OH:7])=[O:1]. (6) Given the reactants [OH2:1].[NH2:2][C:3]1[CH:8]=[CH:7][C:6]([NH:9][C:10](=[O:16])/[CH:11]=[CH:12]\[C:13]([OH:15])=[O:14])=[CH:5][CH:4]=1.O.O.O.O.O.O.O.O.[OH-].[Ba+2:26].[OH-], predict the reaction product. The product is: [OH2:14].[OH2:1].[NH2:2][C:3]1[CH:4]=[CH:5][C:6]([NH:9][C:10](=[O:16])/[CH:11]=[CH:12]\[C:13]([O-:15])=[O:14])=[CH:7][CH:8]=1.[NH2:2][C:3]1[CH:4]=[CH:5][C:6]([NH:9][C:10](=[O:16])/[CH:11]=[CH:12]\[C:13]([O-:15])=[O:14])=[CH:7][CH:8]=1.[Ba+2:26]. (7) Given the reactants [NH2:1][C:2]1[N:7]=[C:6]([N:8]2[CH2:13][CH2:12][N:11]([C:14](=[O:24])[CH2:15][O:16][C:17]3[CH:22]=[CH:21][C:20]([Cl:23])=[CH:19][CH:18]=3)[CH2:10][CH2:9]2)[C:5]([NH2:25])=[C:4]([NH2:26])[N:3]=1.[F:27][C:28]1[CH:35]=[CH:34][C:31]([CH:32]=O)=[CH:30][CH:29]=1, predict the reaction product. The product is: [NH2:1][C:2]1[N:3]=[C:4]2[C:5]([N:25]=[C:32]([C:31]3[CH:34]=[CH:35][C:28]([F:27])=[CH:29][CH:30]=3)[NH:26]2)=[C:6]([N:8]2[CH2:9][CH2:10][N:11]([C:14](=[O:24])[CH2:15][O:16][C:17]3[CH:18]=[CH:19][C:20]([Cl:23])=[CH:21][CH:22]=3)[CH2:12][CH2:13]2)[N:7]=1. (8) Given the reactants CO[C:3]1[CH:4]=[C:5]2[C:9](=[CH:10][CH:11]=1)[NH:8][CH:7]=[CH:6]2.[C:12](Cl)(=[O:16])[C:13]([Cl:15])=[O:14].[CH2:18]([O:20]CC)C, predict the reaction product. The product is: [CH3:18][O:20][C:11]1[CH:10]=[C:9]2[C:5]([C:6]([C:12](=[O:16])[C:13]([Cl:15])=[O:14])=[CH:7][NH:8]2)=[CH:4][CH:3]=1.